This data is from Forward reaction prediction with 1.9M reactions from USPTO patents (1976-2016). The task is: Predict the product of the given reaction. (1) The product is: [F:27][C:28]([F:34])([F:33])[CH2:29][C:30]([NH:21][NH:20][C:18]1[CH:19]=[C:14]([N:11]2[CH2:12][CH2:13][CH:8]([C:3]3[CH:4]=[CH:5][CH:6]=[CH:7][C:2]=3[F:1])[CH2:9][CH2:10]2)[N:15]=[CH:16][N:17]=1)=[O:31]. Given the reactants [F:1][C:2]1[CH:7]=[CH:6][CH:5]=[CH:4][C:3]=1[CH:8]1[CH2:13][CH2:12][N:11]([C:14]2[CH:19]=[C:18]([NH:20][NH2:21])[N:17]=[CH:16][N:15]=2)[CH2:10][CH2:9]1.C(=O)(O)[O-].[Na+].[F:27][C:28]([F:34])([F:33])[CH2:29][C:30](Cl)=[O:31], predict the reaction product. (2) Given the reactants Cl.[C:2]([N:5]1[CH2:10][CH2:9][CH:8]([NH2:11])[CH2:7][CH2:6]1)(=[O:4])[CH3:3].[F:12][C:13]1[CH:18]=[CH:17][C:16]([N:19]=[C:20]=[O:21])=[CH:15][CH:14]=1.C(N(C(C)C)CC)(C)C, predict the reaction product. The product is: [C:2]([N:5]1[CH2:10][CH2:9][CH:8]([NH:11][C:20]([NH:19][C:16]2[CH:17]=[CH:18][C:13]([F:12])=[CH:14][CH:15]=2)=[O:21])[CH2:7][CH2:6]1)(=[O:4])[CH3:3]. (3) Given the reactants FC(F)(F)C(O)=O.[CH2:8]([N:10]1[CH:14]([C:15]([O:17]C(C)(C)C)=[O:16])[CH2:13][N:12]([CH3:22])[C:11]1=[O:23])[CH3:9], predict the reaction product. The product is: [CH2:8]([N:10]1[CH:14]([C:15]([OH:17])=[O:16])[CH2:13][N:12]([CH3:22])[C:11]1=[O:23])[CH3:9]. (4) Given the reactants [CH2:1]([NH:3][C:4]([NH:6][C:7]1[S:8][C:9]2[CH:15]=[C:14]([N+:16]([O-:18])=[O:17])[CH:13]=[CH:12][C:10]=2[N:11]=1)=[O:5])[CH3:2].C=O.CN.[CH3:23][N:24]1[CH2:29]COC[CH2:25]1, predict the reaction product. The product is: [CH2:1]([N:3]1[CH2:25][N:24]([CH3:29])[CH2:23][N:6]([C:7]2[S:8][C:9]3[CH:15]=[C:14]([N+:16]([O-:18])=[O:17])[CH:13]=[CH:12][C:10]=3[N:11]=2)[C:4]1=[O:5])[CH3:2]. (5) The product is: [CH3:26][O:25][C:20]1[CH:21]=[C:22]2[C:17](=[CH:18][CH:19]=1)[C:16]([O:27][C:28]1[CH:33]=[CH:32][C:31]([O:34][CH2:35][CH2:36][N:37]3[CH2:42][CH2:41][CH2:40][CH2:39][CH2:38]3)=[CH:30][CH:29]=1)=[C:15]([C:12]1[CH:11]=[CH:10][C:9]([S:6]([NH:5][CH3:1])(=[O:8])=[O:7])=[CH:14][CH:13]=1)[CH:24]=[CH:23]2. Given the reactants [C:1]([N:5](C)[S:6]([C:9]1[CH:14]=[CH:13][C:12]([C:15]2[CH:24]=[CH:23][C:22]3[C:17](=[CH:18][CH:19]=[C:20]([O:25][CH3:26])[CH:21]=3)[C:16]=2[O:27][C:28]2[CH:33]=[CH:32][C:31]([O:34][CH2:35][CH2:36][N:37]3[CH2:42][CH2:41][CH2:40][CH2:39][CH2:38]3)=[CH:30][CH:29]=2)=[CH:11][CH:10]=1)(=[O:8])=[O:7])(C)(C)C.FC(F)(F)C(O)=O, predict the reaction product. (6) Given the reactants [NH2:1][C:2]1[C:9]([NH2:10])=[CH:8][C:5]([C:6]#[N:7])=[C:4]([C:11]([F:14])([F:13])[F:12])[CH:3]=1.[F:15][C:16]([F:23])([F:22])[CH:17]([OH:21])[C:18](O)=O.Cl.C(=O)(O)[O-].[Na+], predict the reaction product. The product is: [F:15][C:16]([F:23])([F:22])[CH:17]([C:18]1[NH:1][C:2]2[CH:3]=[C:4]([C:11]([F:12])([F:13])[F:14])[C:5]([C:6]#[N:7])=[CH:8][C:9]=2[N:10]=1)[OH:21]. (7) Given the reactants [C:1]1([P+](C2C=CC=CC=2)(C2C=CC=CC=2)CCC)[CH:6]=CC=C[CH:2]=1.[Br-].CC([O-])(C)C.[K+].[C:30]([O:34][C:35]([N:37]1[CH2:42][CH2:41][C:40]2[N:43]([CH2:48][C:49]3[CH:54]=[CH:53][C:52]([O:55][CH3:56])=[CH:51][CH:50]=3)[N:44]=[C:45]([CH:46]=O)[C:39]=2[CH2:38]1)=[O:36])([CH3:33])([CH3:32])[CH3:31].C1(C2C3CN(C(OC(C)(C)C)=O)CCC=3NN=2)CCCC1, predict the reaction product. The product is: [C:30]([O:34][C:35]([N:37]1[CH2:42][CH2:41][C:40]2[N:43]([CH2:48][C:49]3[CH:54]=[CH:53][C:52]([O:55][CH3:56])=[CH:51][CH:50]=3)[N:44]=[C:45]([CH:46]=[CH:2][CH2:1][CH3:6])[C:39]=2[CH2:38]1)=[O:36])([CH3:31])([CH3:33])[CH3:32]. (8) Given the reactants Br[C:2]1[CH:3]=[C:4]([C:8]2[CH:13]=[CH:12][C:11]([CH3:14])=[CH:10][N:9]=2)[CH:5]=[CH:6][CH:7]=1.[C:15]1([CH3:24])[CH:20]=[CH:19][CH:18]=[CH:17][C:16]=1B(O)O.C(=O)([O-])[O-].[K+].[K+].C(OCC)(=O)C, predict the reaction product. The product is: [CH3:24][C:15]1[CH:20]=[CH:19][CH:18]=[CH:17][C:16]=1[C:2]1[CH:7]=[CH:6][CH:5]=[C:4]([C:8]2[CH:13]=[CH:12][C:11]([CH3:14])=[CH:10][N:9]=2)[CH:3]=1. (9) Given the reactants Br[C:2]1[CH:3]=[C:4]([C:8]2[N:13]=[C:12]([C:14]3[CH:19]=[CH:18][C:17]([Cl:20])=[CH:16][C:15]=3[Cl:21])[CH:11]=[C:10]([C:22]([F:25])([F:24])[F:23])[N:9]=2)[CH:5]=[CH:6][CH:7]=1.[C:26]([NH:30][S:31]([C:34]1[CH:35]=[C:36](B(O)O)[CH:37]=[CH:38][CH:39]=1)(=[O:33])=[O:32])([CH3:29])([CH3:28])[CH3:27], predict the reaction product. The product is: [C:26]([NH:30][S:31]([C:34]1[CH:39]=[C:38]([C:2]2[CH:7]=[CH:6][CH:5]=[C:4]([C:8]3[N:13]=[C:12]([C:14]4[CH:19]=[CH:18][C:17]([Cl:20])=[CH:16][C:15]=4[Cl:21])[CH:11]=[C:10]([C:22]([F:23])([F:25])[F:24])[N:9]=3)[CH:3]=2)[CH:37]=[CH:36][CH:35]=1)(=[O:33])=[O:32])([CH3:29])([CH3:27])[CH3:28]. (10) Given the reactants [CH3:1][O:2][C:3]1[CH:8]=[CH:7][C:6]([CH2:9][CH2:10][NH2:11])=[CH:5][C:4]=1[CH3:12].[CH:13]1([CH:16]=O)[CH2:15][CH2:14]1, predict the reaction product. The product is: [CH:13]1([CH2:16][NH:11][CH2:10][CH2:9][C:6]2[CH:7]=[CH:8][C:3]([O:2][CH3:1])=[C:4]([CH3:12])[CH:5]=2)[CH2:15][CH2:14]1.